Task: Predict the reactants needed to synthesize the given product.. Dataset: Full USPTO retrosynthesis dataset with 1.9M reactions from patents (1976-2016) (1) Given the product [I:1][C:2]1[CH:8]=[C:7]([N+:9]([O-:11])=[O:10])[CH:6]=[CH:5][C:3]=1[NH:4][C:24](=[O:25])[O:23][C:19]([CH3:22])([CH3:21])[CH3:20], predict the reactants needed to synthesize it. The reactants are: [I:1][C:2]1[CH:8]=[C:7]([N+:9]([O-:11])=[O:10])[CH:6]=[CH:5][C:3]=1[NH2:4].CN(C)C=O.[H-].[Na+].[C:19]([O:23][C:24](O[C:24]([O:23][C:19]([CH3:22])([CH3:21])[CH3:20])=[O:25])=[O:25])([CH3:22])([CH3:21])[CH3:20]. (2) Given the product [CH3:14][S:11]([NH:10][CH2:9][CH2:8][NH:7][C:6]([C:27]1[C:36]([OH:37])=[C:35]2[C:30]([CH:31]=[CH:32][C:33](=[O:45])[N:34]2[CH2:38][C:39]2[CH:40]=[CH:41][CH:42]=[CH:43][CH:44]=2)=[CH:29][N:28]=1)=[O:15])(=[O:12])=[O:13], predict the reactants needed to synthesize it. The reactants are: C(O[C:6](=[O:15])[NH:7][CH2:8][CH2:9][NH:10][S:11]([CH3:14])(=[O:13])=[O:12])(C)(C)C.FC(F)(F)C(O)=O.COC([C:27]1[C:36]([OH:37])=[C:35]2[C:30]([CH:31]=[CH:32][C:33](=[O:45])[N:34]2[CH2:38][C:39]2[CH:44]=[CH:43][CH:42]=[CH:41][CH:40]=2)=[CH:29][N:28]=1)=O. (3) Given the product [NH:22]1[C:26]2[CH:27]=[CH:28][C:29]([C@@H:31]([NH:33][C:2]3[N:7]=[C:6]([NH:8][C:9]4[CH:13]=[C:12]([CH3:14])[NH:11][N:10]=4)[CH:5]=[CH:4][N:3]=3)[CH3:32])=[CH:30][C:25]=2[N:24]=[CH:23]1, predict the reactants needed to synthesize it. The reactants are: Cl[C:2]1[N:7]=[C:6]([NH:8][C:9]2[CH:13]=[C:12]([CH3:14])[NH:11][N:10]=2)[CH:5]=[CH:4][N:3]=1.Cl.O1CCCCC1[N:22]1[C:26]2[CH:27]=[CH:28][C:29]([C@@H:31]([NH2:33])[CH3:32])=[CH:30][C:25]=2[N:24]=[CH:23]1. (4) Given the product [CH:1]1([O:7][CH2:8][CH2:9][CH2:10][O:11][C:12]2[CH:17]=[CH:16][C:15]([CH:18]3[CH2:23][CH2:22][N:21]([C:24]([O:26][C:27]([CH3:28])([CH3:30])[CH3:29])=[O:25])[CH2:20][CH:19]3[O:31][CH2:33][C:34]3[CH:35]=[CH:36][C:37]4[O:42][CH2:41][C:40](=[O:43])[N:39]([CH2:44][CH2:45][CH2:46][O:47][CH3:48])[C:38]=4[CH:49]=3)=[CH:14][CH:13]=2)[CH2:2][CH2:3][CH2:4][CH2:5][CH2:6]1, predict the reactants needed to synthesize it. The reactants are: [CH:1]1([O:7][CH2:8][CH2:9][CH2:10][O:11][C:12]2[CH:17]=[CH:16][C:15]([CH:18]3[CH2:23][CH2:22][N:21]([C:24]([O:26][C:27]([CH3:30])([CH3:29])[CH3:28])=[O:25])[CH2:20][CH:19]3[OH:31])=[CH:14][CH:13]=2)[CH2:6][CH2:5][CH2:4][CH2:3][CH2:2]1.Cl[CH2:33][C:34]1[CH:35]=[CH:36][C:37]2[O:42][CH2:41][C:40](=[O:43])[N:39]([CH2:44][CH2:45][CH2:46][O:47][CH3:48])[C:38]=2[CH:49]=1. (5) Given the product [F:29][C:30]1[CH:37]=[CH:36][C:33]([CH:34]=[CH:35][C:2]2[CH:11]=[CH:10][C:5]([C:6]([O:8][CH3:9])=[O:7])=[CH:4][C:3]=2[C:12]([O:14][CH3:15])=[O:13])=[CH:32][CH:31]=1, predict the reactants needed to synthesize it. The reactants are: Br[C:2]1[CH:11]=[CH:10][C:5]([C:6]([O:8][CH3:9])=[O:7])=[CH:4][C:3]=1[C:12]([O:14][CH3:15])=[O:13].C(N(CCCC)CCCC)CCC.[F:29][C:30]1[CH:37]=[CH:36][C:33]([CH:34]=[CH2:35])=[CH:32][CH:31]=1.Cl. (6) Given the product [CH3:26][O:29][CH:30]=[N:13][C:3]1[C:4]([CH2:8][S:9]([CH3:12])(=[O:11])=[O:10])=[CH:5][CH:6]=[CH:7][C:2]=1[Cl:1], predict the reactants needed to synthesize it. The reactants are: [Cl:1][C:2]1[CH:7]=[CH:6][CH:5]=[C:4]([CH2:8][S:9]([CH3:12])(=[O:11])=[O:10])[C:3]=1[NH2:13].O.C1(C)C=CC(S(O)(=O)=O)=CC=1.[C:26]([O:29][CH2:30]C)(=O)C.CCCCCC. (7) Given the product [Cl:1][C:2]1[CH:3]=[CH:4][C:5]([C:6]([NH:8][C:9]2[CH:10]=[CH:11][C:12]([CH2:15][NH:16][C:17]3[C:26]4[C:21](=[CH:22][CH:23]=[C:24]([C:27]([F:29])([F:28])[F:30])[CH:25]=4)[N:20]=[C:19]([N:36]([CH2:37][CH3:38])[CH2:34][CH3:35])[N:18]=3)=[CH:13][CH:14]=2)=[O:7])=[CH:32][CH:33]=1, predict the reactants needed to synthesize it. The reactants are: [Cl:1][C:2]1[CH:33]=[CH:32][C:5]([C:6]([NH:8][C:9]2[CH:14]=[CH:13][C:12]([CH2:15][NH:16][C:17]3[C:26]4[C:21](=[CH:22][CH:23]=[C:24]([C:27]([F:30])([F:29])[F:28])[CH:25]=4)[N:20]=[C:19](Cl)[N:18]=3)=[CH:11][CH:10]=2)=[O:7])=[CH:4][CH:3]=1.[CH2:34]([NH:36][CH2:37][CH3:38])[CH3:35]. (8) The reactants are: [CH3:1][C:2]1[CH:11]=[C:6]([C:7]([O:9][CH3:10])=[O:8])[C:5]([OH:12])=[CH:4][CH:3]=1.[CH2:13](Br)[CH:14]=[CH2:15].C(=O)([O-])[O-].[Cs+].[Cs+]. Given the product [CH2:15]([O:12][C:5]1[CH:4]=[CH:3][C:2]([CH3:1])=[CH:11][C:6]=1[C:7]([O:9][CH3:10])=[O:8])[CH:14]=[CH2:13], predict the reactants needed to synthesize it.